This data is from Peptide-MHC class II binding affinity with 134,281 pairs from IEDB. The task is: Regression. Given a peptide amino acid sequence and an MHC pseudo amino acid sequence, predict their binding affinity value. This is MHC class II binding data. (1) The peptide sequence is LCQVFADATPTGWGL. The MHC is DRB1_0701 with pseudo-sequence DRB1_0701. The binding affinity (normalized) is 0. (2) The peptide sequence is AAATAPTTVYGAFAA. The MHC is HLA-DQA10401-DQB10402 with pseudo-sequence HLA-DQA10401-DQB10402. The binding affinity (normalized) is 0.439. (3) The peptide sequence is VQNTVEDLKLNTLGR. The MHC is DRB3_0101 with pseudo-sequence DRB3_0101. The binding affinity (normalized) is 0.120. (4) The peptide sequence is FTNFKVAYSKSLKEL. The MHC is DRB1_0405 with pseudo-sequence DRB1_0405. The binding affinity (normalized) is 0.925. (5) The peptide sequence is EKKYFAATAFEPLAA. The MHC is DRB1_1001 with pseudo-sequence DRB1_1001. The binding affinity (normalized) is 0.833. (6) The peptide sequence is EQFLGALDLAKKRVH. The MHC is DRB1_1101 with pseudo-sequence DRB1_1101. The binding affinity (normalized) is 0.549.